Dataset: Catalyst prediction with 721,799 reactions and 888 catalyst types from USPTO. Task: Predict which catalyst facilitates the given reaction. Reactant: [N+:1]([C:4]1[CH:9]=[CH:8][C:7]([N:10]2[CH2:15][CH2:14][NH:13][CH2:12][CH2:11]2)=[CH:6][C:5]=1[NH:16][C:17]1[CH:22]=[CH:21][CH:20]=[CH:19][CH:18]=1)([O-:3])=[O:2].[CH3:23][S:24](Cl)(=[O:26])=[O:25].C(N(CC)CC)C. Product: [CH3:23][S:24]([N:13]1[CH2:14][CH2:15][N:10]([C:7]2[CH:8]=[CH:9][C:4]([N+:1]([O-:3])=[O:2])=[C:5]([NH:16][C:17]3[CH:22]=[CH:21][CH:20]=[CH:19][CH:18]=3)[CH:6]=2)[CH2:11][CH2:12]1)(=[O:26])=[O:25]. The catalyst class is: 4.